Dataset: Reaction yield outcomes from USPTO patents with 853,638 reactions. Task: Predict the reaction yield, written as a fraction of the theoretical maximum amount of product (1.0 means a 100% yield; for example, 0.34 means a 34% yield). The reactants are [Na].[CH3:2][C:3]1[CH:12]=[C:11]([CH2:13][O:14][C:15]2[CH:20]=[CH:19][C:18]([S:21]([OH:24])(=O)=[O:22])=[CH:17][CH:16]=2)[C:10]2[C:5](=[CH:6][CH:7]=[CH:8][CH:9]=2)[N:4]=1.C(Cl)(=O)C([Cl:28])=O. The catalyst is CN(C)C=O.ClCCl. The product is [ClH:28].[CH3:2][C:3]1[CH:12]=[C:11]([CH2:13][O:14][C:15]2[CH:20]=[CH:19][C:18]([S:21]([Cl:28])(=[O:24])=[O:22])=[CH:17][CH:16]=2)[C:10]2[C:5](=[CH:6][CH:7]=[CH:8][CH:9]=2)[N:4]=1. The yield is 0.920.